The task is: Predict the reactants needed to synthesize the given product.. This data is from Full USPTO retrosynthesis dataset with 1.9M reactions from patents (1976-2016). (1) Given the product [Cl:32][C:29]1[CH:30]=[C:25]2[C:20](=[CH:21][CH:22]=1)[CH2:19][N:45]([CH:48]=[O:42])[CH2:24]2, predict the reactants needed to synthesize it. The reactants are: [CH2:19](O[C:21]1[CH:22]=C(O[CH2:19][C:20]2[CH:25]=[CH:24]C=[CH:22][CH:21]=2)[C:24](C(C)C)=[CH:25][C:20]=1[C:19](O)=O)[C:20]1[CH:25]=[CH:24]C=[CH:22][CH:21]=1.[CH2:29]([Cl:32])[CH2:30]Cl.C1C=NC2N([OH:42])N=NC=2C=1.C([N:45]([CH2:48]C)CC)C. (2) Given the product [OH:20][CH:13]([C:14]1[CH:19]=[CH:18][CH:17]=[CH:16][CH:15]=1)[CH2:12][CH2:7][C:8]([O:10][CH3:11])=[O:9], predict the reactants needed to synthesize it. The reactants are: C[Si](C)(C)Cl.Br[CH2:7][C:8]([O:10][CH3:11])=[O:9].[CH2:12]1[O:20][CH:13]1[C:14]1[CH:19]=[CH:18][CH:17]=[CH:16][CH:15]=1.Cl.